From a dataset of Forward reaction prediction with 1.9M reactions from USPTO patents (1976-2016). Predict the product of the given reaction. (1) The product is: [Br:1][C:2]1[C:7]([F:8])=[C:6]([CH:5]=[CH:4][C:3]=1[F:12])[NH2:9]. Given the reactants [Br:1][C:2]1[C:7]([F:8])=[C:6]([N+:9]([O-])=O)[CH:5]=[CH:4][C:3]=1[F:12].Cl.O.O.Cl[Sn]Cl.[OH-].[Na+], predict the reaction product. (2) Given the reactants [Br:1][C:2]1[N:3]=[C:4]([C:9]#[C:10][Si:11]([CH3:14])([CH3:13])[CH3:12])[C:5]([NH2:8])=[N:6][CH:7]=1.[CH3:15][C:16]([O:19][C:20](O[C:20]([O:19][C:16]([CH3:18])([CH3:17])[CH3:15])=[O:21])=[O:21])([CH3:18])[CH3:17], predict the reaction product. The product is: [C:16]([O:19][C:20]([N:8]([C:5]1[C:4]([C:9]#[C:10][Si:11]([CH3:13])([CH3:12])[CH3:14])=[N:3][C:2]([Br:1])=[CH:7][N:6]=1)[C:20](=[O:21])[O:19][C:16]([CH3:18])([CH3:17])[CH3:15])=[O:21])([CH3:18])([CH3:17])[CH3:15].